Dataset: Cav3 T-type calcium channel HTS with 100,875 compounds. Task: Binary Classification. Given a drug SMILES string, predict its activity (active/inactive) in a high-throughput screening assay against a specified biological target. (1) The molecule is O=C1N(c2c(C31Nc1c(C(=O)N3)cccc1)cccc2)CC(=O)N(CC)CC. The result is 0 (inactive). (2) The drug is S(c1n(nc(n1)c1ccccc1)C(=O)c1ccccc1)CC(=O)Nc1cc([N+]([O-])=O)ccc1. The result is 0 (inactive).